From a dataset of Forward reaction prediction with 1.9M reactions from USPTO patents (1976-2016). Predict the product of the given reaction. (1) Given the reactants [C:1]1([C:32]2[CH:37]=[CH:36][CH:35]=[CH:34][CH:33]=2)[CH:6]=[CH:5][C:4]([C:7]2[N:12]=[C:11]3[C:13]([CH:28]4[CH2:30][CH2:29]4)=[C:14]([O:18][C@H:19]4[C@H:23]5[O:24][CH2:25][C@@H:26]([OH:27])[C@H:22]5[O:21][CH2:20]4)[N:15](CO)[C:10]3=[CH:9][C:8]=2[Cl:31])=[CH:3][CH:2]=1.C(N)CN, predict the reaction product. The product is: [C:1]1([C:32]2[CH:33]=[CH:34][CH:35]=[CH:36][CH:37]=2)[CH:6]=[CH:5][C:4]([C:7]2[N:12]=[C:11]3[C:13]([CH:28]4[CH2:30][CH2:29]4)=[C:14]([O:18][C@H:19]4[C@H:23]5[O:24][CH2:25][C@@H:26]([OH:27])[C@H:22]5[O:21][CH2:20]4)[NH:15][C:10]3=[CH:9][C:8]=2[Cl:31])=[CH:3][CH:2]=1. (2) Given the reactants [CH3:1][O:2][C:3]1[CH:4]=[C:5]([CH:8]=[C:9]([O:13][CH3:14])[C:10]=1[O:11][CH3:12])[CH2:6][NH2:7].[CH2:15]1[CH2:21][S:18](=[O:20])(=[O:19])[O:17][CH2:16]1, predict the reaction product. The product is: [CH3:14][O:13][C:9]1[CH:8]=[C:5]([CH:4]=[C:3]([O:2][CH3:1])[C:10]=1[O:11][CH3:12])[CH2:6][NH:7][CH2:16][CH2:15][CH2:21][S:18]([OH:20])(=[O:19])=[O:17]. (3) Given the reactants [Li].[Br:2][C:3]1[CH:4]=[C:5]([C:10]([O-])=[CH:11][C:12](=O)[C:13]([O:15]CC)=[O:14])[CH:6]=[C:7]([F:9])[CH:8]=1.ClC1C=C(C2N(C3C=CC=CN=3)N=C(C(O)=O)C=2)C=C(F)C=1.Cl.[Cl:43][C:44]1[CH:49]=[C:48]([NH:50][NH2:51])[CH:47]=[CH:46][N:45]=1, predict the reaction product. The product is: [Br:2][C:3]1[CH:4]=[C:5]([C:10]2[N:50]([C:48]3[CH:47]=[CH:46][N:45]=[C:44]([Cl:43])[CH:49]=3)[N:51]=[C:12]([C:13]([OH:15])=[O:14])[CH:11]=2)[CH:6]=[C:7]([F:9])[CH:8]=1. (4) Given the reactants F[C:2](F)(F)C(O)=O.[CH3:8][O:9][C:10]1[CH:18]=[CH:17][C:16]([O:19][CH3:20])=[C:15]2[C:11]=1[CH:12]=[C:13]([C:21]([NH:23][C@H:24]1[CH2:28][CH2:27][NH:26][CH2:25]1)=[O:22])[NH:14]2.N, predict the reaction product. The product is: [CH3:8][O:9][C:10]1[CH:18]=[CH:17][C:16]([O:19][CH3:20])=[C:15]2[C:11]=1[CH:12]=[C:13]([C:21]([NH:23][C@H:24]1[CH2:28][CH2:27][N:26]([CH3:2])[CH2:25]1)=[O:22])[NH:14]2.